This data is from Forward reaction prediction with 1.9M reactions from USPTO patents (1976-2016). The task is: Predict the product of the given reaction. (1) Given the reactants Br[C:2]1[CH:7]=[CH:6][C:5]([CH:8]([CH2:17][CH:18]2[CH2:22][CH2:21][CH2:20][CH2:19]2)[C:9]([NH:11][C:12]2[S:13][CH:14]=[CH:15][N:16]=2)=[O:10])=[CH:4][CH:3]=1.[S:23]1[CH:27]=[CH:26][CH:25]=[C:24]1B(O)O.C(=O)([O-])[O-].[Na+].[Na+], predict the reaction product. The product is: [CH:18]1([CH2:17][CH:8]([C:5]2[CH:6]=[CH:7][C:2]([C:24]3[S:23][CH:27]=[CH:26][CH:25]=3)=[CH:3][CH:4]=2)[C:9]([NH:11][C:12]2[S:13][CH:14]=[CH:15][N:16]=2)=[O:10])[CH2:22][CH2:21][CH2:20][CH2:19]1. (2) The product is: [S:7]1[CH:8]=[CH:9][CH:10]=[C:6]1[S:5][CH2:4][C:3]([NH:12][NH2:13])=[O:2]. Given the reactants C[O:2][C:3](=O)[CH2:4][S:5][C:6]1[S:7][CH:8]=[CH:9][CH:10]=1.[NH2:12][NH2:13], predict the reaction product. (3) Given the reactants [N:1]1([C:6]2[CH:7]=[C:8]3[C:13](=[CH:14][CH:15]=2)[N:12]=[C:11]([C:16]2[CH:21]=[CH:20][CH:19]=[CH:18][CH:17]=2)[N:10]=[CH:9]3)[CH:5]=[CH:4][N:3]=[CH:2]1.[OH2:22], predict the reaction product. The product is: [OH2:22].[N:1]1([C:6]2[CH:7]=[C:8]3[C:13](=[CH:14][CH:15]=2)[N:12]=[C:11]([C:16]2[CH:21]=[CH:20][CH:19]=[CH:18][CH:17]=2)[N:10]=[CH:9]3)[CH:5]=[CH:4][N:3]=[CH:2]1.